Dataset: Reaction yield outcomes from USPTO patents with 853,638 reactions. Task: Predict the reaction yield, written as a fraction of the theoretical maximum amount of product (1.0 means a 100% yield; for example, 0.34 means a 34% yield). (1) The reactants are [C:1]([NH:4][C@@H:5]1[CH2:10][C@H:9]([N:11](CC2C=CC(OC)=CC=2)[CH3:12])[CH2:8][CH2:7][C@@H:6]1[N:22]1[CH2:26][CH2:25][C@H:24]([NH:27]C(=O)OCC2C=CC=CC=2)[C:23]1=[O:38])(=[O:3])[CH3:2]. The catalyst is CO.O[Pd]O. The product is [NH2:27][C@H:24]1[CH2:25][CH2:26][N:22]([C@H:6]2[CH2:7][CH2:8][C@@H:9]([NH:11][CH3:12])[CH2:10][C@H:5]2[NH:4][C:1](=[O:3])[CH3:2])[C:23]1=[O:38]. The yield is 0.970. (2) The reactants are [NH:1]([C:5]1[CH:10]=[CH:9][C:8]([OH:11])=[CH:7][CH:6]=1)[C:2]([CH3:4])=[O:3].[C:12](Cl)([Cl:14])=[O:13].C(N(CC)C1C=CC=CC=1)C. The catalyst is C(OCC)(=O)C. The product is [C:12]([Cl:14])(=[O:13])[O:11][C:8]1[CH:9]=[CH:10][C:5]([NH:1][C:2](=[O:3])[CH3:4])=[CH:6][CH:7]=1. The yield is 0.733. (3) The reactants are [CH:1](NC(C)C)(C)[CH3:2].C([Li])CCC.[CH2:13]([C@@H:15]1[C@@H:20]([C:21](=[O:23])[CH3:22])[C@@H:19]([CH3:24])[CH:18]=[CH:17][CH2:16]1)[CH3:14].C(=O)C.Cl. The catalyst is O1CCCC1. The product is [CH2:13]([C@@H:15]1[C@@H:20]([C:21](=[O:23])/[CH:22]=[CH:1]/[CH3:2])[C@@H:19]([CH3:24])[CH:18]=[CH:17][CH2:16]1)[CH3:14]. The yield is 0.560. (4) The reactants are [F:1][C:2]([F:7])([F:6])[C:3]([OH:5])=[O:4].C[O:9][C:10]1[CH:11]=[C:12]([C:16]2[CH:21]=[CH:20][CH:19]=[C:18]([S:22]([C:25]3[CH:26]=[C:27]([C:32]([NH2:34])=[NH:33])[S:28][C:29]=3[S:30][CH3:31])(=[O:24])=[O:23])[CH:17]=2)[CH:13]=[CH:14][CH:15]=1.B(Br)(Br)Br. No catalyst specified. The product is [F:1][C:2]([F:7])([F:6])[C:3]([OH:5])=[O:4].[OH:9][C:10]1[CH:11]=[C:12]([C:16]2[CH:21]=[CH:20][CH:19]=[C:18]([S:22]([C:25]3[CH:26]=[C:27]([C:32]([NH2:34])=[NH:33])[S:28][C:29]=3[S:30][CH3:31])(=[O:24])=[O:23])[CH:17]=2)[CH:13]=[CH:14][CH:15]=1. The yield is 0.770. (5) The reactants are [Br:1][C:2]1[CH:7]=[CH:6][C:5]([N:8]=[C:9]=[O:10])=[CH:4][C:3]=1[C:11]([F:14])([F:13])[F:12].[CH3:15][NH:16][C:17]([C:19]1[CH:24]=[C:23]([O:25][C:26]2[CH:32]=[CH:31][C:29]([NH2:30])=[CH:28][CH:27]=2)[CH:22]=[CH:21][N:20]=1)=[O:18]. The catalyst is C(Cl)Cl. The product is [Br:1][C:2]1[CH:7]=[CH:6][C:5]([NH:8][C:9]([NH:30][C:29]2[CH:28]=[CH:27][C:26]([O:25][C:23]3[CH:22]=[CH:21][N:20]=[C:19]([C:17](=[O:18])[NH:16][CH3:15])[CH:24]=3)=[CH:32][CH:31]=2)=[O:10])=[CH:4][C:3]=1[C:11]([F:12])([F:13])[F:14]. The yield is 0.900. (6) The reactants are Br[C:2]1[CH:7]=[CH:6][C:5]([O:8][CH:9]([F:11])[F:10])=[C:4]([CH3:12])[CH:3]=1.[C:13]([C:15]1[CH:20]=[CH:19][CH:18]=[C:17]([CH3:21])[CH:16]=1)#[CH:14].C(N(CC)CC)C.N#N. The catalyst is Cl[Pd](Cl)([P](C1C=CC=CC=1)(C1C=CC=CC=1)C1C=CC=CC=1)[P](C1C=CC=CC=1)(C1C=CC=CC=1)C1C=CC=CC=1.[Cu](I)I.CN(C=O)C. The product is [F:10][CH:9]([F:11])[O:8][C:5]1[CH:6]=[CH:7][C:2]([C:14]#[C:13][C:15]2[CH:16]=[C:17]([CH3:21])[CH:18]=[CH:19][CH:20]=2)=[CH:3][C:4]=1[CH3:12]. The yield is 0.960. (7) The reactants are [OH:1][CH2:2][CH2:3][NH:4][C:5](=[O:15])/[CH:6]=[CH:7]/[C:8]1[CH:13]=[CH:12][CH:11]=[CH:10][C:9]=1I.[NH2:16][CH2:17][C:18]1[CH:33]=[CH:32][C:21]([C:22]([NH:24][C:25]2[CH:30]=[CH:29][CH:28]=[CH:27][C:26]=2[NH2:31])=[O:23])=[CH:20][CH:19]=1.C([O-])([O-])=O.[K+].[K+].[CH2:40]=[C:41]=[CH2:42]. The catalyst is CN(C=O)C.C1C=CC(/C=C/C(/C=C/C2C=CC=CC=2)=O)=CC=1.C1C=CC(/C=C/C(/C=C/C2C=CC=CC=2)=O)=CC=1.C1C=CC(/C=C/C(/C=C/C2C=CC=CC=2)=O)=CC=1.[Pd].[Pd].CO.CCOC(C)=O. The product is [NH2:31][C:26]1[CH:27]=[CH:28][CH:29]=[CH:30][C:25]=1[NH:24][C:22](=[O:23])[C:21]1[CH:20]=[CH:19][C:18]([CH2:17][N:16]2[CH2:42][C:41](=[CH2:40])[C:9]3[C:8](=[CH:13][CH:12]=[CH:11][CH:10]=3)[CH:7]2[CH2:6][C:5]([NH:4][CH2:3][CH2:2][OH:1])=[O:15])=[CH:33][CH:32]=1. The yield is 0.460.